From a dataset of Reaction yield outcomes from USPTO patents with 853,638 reactions. Predict the reaction yield, written as a fraction of the theoretical maximum amount of product (1.0 means a 100% yield; for example, 0.34 means a 34% yield). (1) The reactants are [N:1]1[CH:6]=[CH:5][CH:4]=[C:3](/[CH:7]=[CH:8]/[CH2:9][CH:10]([OH:12])[CH3:11])[CH:2]=1.[C:13]1([CH3:23])[CH:18]=[CH:17][C:16]([S:19](Cl)(=[O:21])=[O:20])=[CH:15][CH:14]=1. The catalyst is N1C=CC=CC=1. The product is [C:13]1([CH3:23])[CH:18]=[CH:17][C:16]([S:19]([O:12][CH:10]([CH2:9]/[CH:8]=[CH:7]/[C:3]2[CH:2]=[N:1][CH:6]=[CH:5][CH:4]=2)[CH3:11])(=[O:21])=[O:20])=[CH:15][CH:14]=1. The yield is 0.601. (2) The reactants are [CH3:1][N:2]1[C:6]2[CH:7]=[CH:8][C:9]([CH3:11])=[CH:10][C:5]=2[O:4][C:3]1=[O:12].[N:13]([O-:15])=[O:14].[Na+]. The catalyst is FC(F)(F)C(O)=O. The product is [CH3:1][N:2]1[C:6]2[CH:7]=[C:8]([N+:13]([O-:15])=[O:14])[C:9]([CH3:11])=[CH:10][C:5]=2[O:4][C:3]1=[O:12]. The yield is 0.650. (3) The reactants are [H-].[H-].[H-].[H-].[Li+].[Al+3].[CH2:7]([O:14][CH2:15][C@@H:16]([CH3:21])[C:17](OC)=[O:18])[C:8]1[CH:13]=[CH:12][CH:11]=[CH:10][CH:9]=1.[O-]S([O-])(=O)=O.[Na+].[Na+]. The catalyst is C1COCC1. The product is [CH2:7]([O:14][CH2:15][C@@H:16]([CH3:21])[CH2:17][OH:18])[C:8]1[CH:13]=[CH:12][CH:11]=[CH:10][CH:9]=1. The yield is 0.800. (4) The reactants are [F:1][CH2:2][C:3]1([S:6]([NH:9][C:10]([C@@:12]2([NH:17][C:18]([C@@H:20]3[CH2:24][C@@H:23]([OH:25])[CH2:22][N:21]3[C:26](=[O:45])[C@@H:27]([NH:37][C:38](=[O:44])[O:39][C:40]([CH3:43])([CH3:42])[CH3:41])[C@H:28]([CH3:36])[CH2:29][CH:30]([CH3:35])[CH2:31][CH2:32]C=C)=[O:19])[CH2:14][C@H:13]2[CH:15]=[CH2:16])=[O:11])(=[O:8])=[O:7])[CH2:5][CH2:4]1. The catalyst is ClCCCl.CC1C=C(C)C(N2C(=[Ru](Cl)(Cl)=CC3C=CC=CC=3OC(C)C)N(C3C(C)=CC(C)=CC=3C)CC2)=C(C)C=1. The product is [F:1][CH2:2][C:3]1([S:6]([NH:9][C:10]([C@@:12]23[CH2:14][C@H:13]2[CH:15]=[CH:16][CH2:32][CH2:31][CH:30]([CH3:35])[CH2:29][C@@H:28]([CH3:36])[C@H:27]([NH:37][C:38](=[O:44])[O:39][C:40]([CH3:42])([CH3:43])[CH3:41])[C:26](=[O:45])[N:21]2[CH2:22][C@H:23]([OH:25])[CH2:24][C@H:20]2[C:18](=[O:19])[NH:17]3)=[O:11])(=[O:7])=[O:8])[CH2:4][CH2:5]1. The yield is 0.279. (5) The reactants are [NH2:1][C:2]1[CH:3]=[C:4]([CH:25]=[CH:26][CH:27]=1)[O:5][C:6]1[CH:14]=[C:13]([F:15])[CH:12]=[C:11]([NH:16][C:17]2[CH:22]=[CH:21][C:20]([I:23])=[CH:19][C:18]=2[F:24])[C:7]=1[C:8]([NH2:10])=[O:9].C(N(C(C)C)C(C)C)C.[CH2:37]([NH:40][S:41](Cl)(=[O:43])=[O:42])[CH2:38][CH3:39]. The catalyst is C(Cl)Cl. The product is [CH2:37]([NH:40][S:41]([NH:1][C:2]1[CH:3]=[C:4]([CH:25]=[CH:26][CH:27]=1)[O:5][C:6]1[CH:14]=[C:13]([F:15])[CH:12]=[C:11]([NH:16][C:17]2[CH:22]=[CH:21][C:20]([I:23])=[CH:19][C:18]=2[F:24])[C:7]=1[C:8]([NH2:10])=[O:9])(=[O:43])=[O:42])[CH2:38][CH3:39]. The yield is 0.890. (6) The reactants are [C:1]([O:5][C:6]([N:8]1[CH2:13][CH2:12][N:11]([C:14]2[CH:15]=[C:16]3[C:21](=[CH:22][CH:23]=2)[N:20]=[C:19]([C:24]([O:26]CC)=[O:25])[CH:18]=[N:17]3)[CH2:10][CH2:9]1)=[O:7])([CH3:4])([CH3:3])[CH3:2].[OH-].[Na+]. The catalyst is CCO.C1COCC1. The product is [C:1]([O:5][C:6]([N:8]1[CH2:9][CH2:10][N:11]([C:14]2[CH:15]=[C:16]3[C:21](=[CH:22][CH:23]=2)[N:20]=[C:19]([C:24]([OH:26])=[O:25])[CH:18]=[N:17]3)[CH2:12][CH2:13]1)=[O:7])([CH3:4])([CH3:2])[CH3:3]. The yield is 0.560. (7) The reactants are [CH3:1][N:2]1[C:10]2[C:5](=[CH:6][CH:7]=[CH:8][C:9]=2[CH2:11][C:12]([NH2:14])=[O:13])[CH:4]=[CH:3]1.[CH2:15]([C:17]1[CH:25]=[C:24]2[C:20]([C:21]([C:26](=O)[C:27](OC)=[O:28])=[CH:22][NH:23]2)=[CH:19][CH:18]=1)[CH3:16].CC(C)([O-])C.[K+].C1COCC1. The catalyst is CN(C=O)C. The product is [CH2:15]([C:17]1[CH:25]=[C:24]2[C:20]([C:21]([C:26]3[C:27](=[O:28])[NH:14][C:12](=[O:13])[C:11]=3[C:9]3[CH:8]=[CH:7][CH:6]=[C:5]4[C:10]=3[N:2]([CH3:1])[CH:3]=[CH:4]4)=[CH:22][NH:23]2)=[CH:19][CH:18]=1)[CH3:16]. The yield is 0.300. (8) The reactants are C(OC([NH:8][CH:9]([C:18](=[O:51])[NH:19][CH2:20][C:21]([CH3:50])([CH3:49])[CH2:22][CH2:23][CH2:24][CH2:25][O:26][C:27]1[CH:32]=[C:31]([O:33]CC2C=CC=CC=2)[C:30]([C:41]2[CH:46]=[CH:45][CH:44]=[CH:43][CH:42]=2)=[CH:29][C:28]=1[CH2:47][CH3:48])[CH2:10][C:11]([O:13]C(C)(C)C)=[O:12])=O)(C)(C)C.C1(OC)C=CC=CC=1.FC(F)(F)C(O)=O.FC(F)(F)S(O)(=O)=O. No catalyst specified. The product is [NH2:8][CH:9]([C:18](=[O:51])[NH:19][CH2:20][C:21]([CH3:50])([CH3:49])[CH2:22][CH2:23][CH2:24][CH2:25][O:26][C:27]1[C:28]([CH2:47][CH3:48])=[CH:29][C:30]([C:41]2[CH:46]=[CH:45][CH:44]=[CH:43][CH:42]=2)=[C:31]([OH:33])[CH:32]=1)[CH2:10][C:11]([OH:13])=[O:12]. The yield is 0.300.